Dataset: Reaction yield outcomes from USPTO patents with 853,638 reactions. Task: Predict the reaction yield, written as a fraction of the theoretical maximum amount of product (1.0 means a 100% yield; for example, 0.34 means a 34% yield). (1) The reactants are [C:1]([O:18][CH2:19][CH:20]([CH2:22][OH:23])[OH:21])(=[O:17])[CH2:2][CH2:3][CH2:4][CH2:5][CH2:6][CH2:7][CH2:8][CH2:9][CH2:10][CH2:11][CH2:12][CH2:13][CH2:14][CH2:15][CH3:16].C1(N=C=NC2CCCCC2)CCCCC1.CN(C1C=CC=CN=1)C.[C:48](O)(=O)[CH2:49][CH2:50][CH2:51][CH2:52][CH2:53][CH2:54][CH2:55]/[CH:56]=[CH:57]\[CH2:58][CH2:59][CH2:60][CH2:61][CH2:62][CH2:63][CH2:64][CH3:65]. The catalyst is ClCCl. The product is [CH2:48]([O:23][CH2:22][CH:20]([CH2:19][O:18][C:1](=[O:17])[CH2:2][CH2:3][CH2:4][CH2:5][CH2:6][CH2:7][CH2:8][CH2:9][CH2:10][CH2:11][CH2:12][CH2:13][CH2:14][CH2:15][CH3:16])[OH:21])[CH2:49][CH2:50][CH2:51][CH2:52][CH2:53][CH2:54][CH2:55]/[CH:56]=[CH:57]\[CH2:58][CH2:59][CH2:60][CH2:61][CH2:62][CH2:63][CH2:64][CH3:65]. The yield is 0.230. (2) The reactants are [Br:1][C:2]1[CH:3]=[CH:4][C:5]2[NH:6][C:7]3[C:12]([C:13]=2[CH:14]=1)=[CH:11][C:10]([Br:15])=[CH:9][CH:8]=3.[H-].[Na+].[Br:18][C:19]1[CH:20]=[CH:21][C:22]2[N:23]([CH2:33][CH:34]3[CH2:36][O:35]3)[C:24]3[C:29]([C:30]=2[CH:31]=1)=[CH:28][C:27]([Br:32])=[CH:26][CH:25]=3. The catalyst is CN(C=O)C. The product is [Br:15][C:10]1[CH:9]=[CH:8][C:7]2[N:6]([CH2:36][CH:34]([OH:35])[CH2:33][N:23]3[C:24]4[CH:25]=[CH:26][C:27]([Br:32])=[CH:28][C:29]=4[C:30]4[C:22]3=[CH:21][CH:20]=[C:19]([Br:18])[CH:31]=4)[C:5]3[C:13]([C:12]=2[CH:11]=1)=[CH:14][C:2]([Br:1])=[CH:3][CH:4]=3. The yield is 0.340.